This data is from Catalyst prediction with 721,799 reactions and 888 catalyst types from USPTO. The task is: Predict which catalyst facilitates the given reaction. (1) Reactant: [NH2:1][C:2]1[CH:9]=[C:8]([NH2:10])[CH:7]=[CH:6][C:3]=1[CH:4]=O.C[CH2:12][C:13](=O)[C:14]([O-:16])=[O:15].N1CCCC[CH2:19]1. Product: [CH3:19][O:16][C:14]([C:13]1[CH:12]=[CH:4][C:3]2[C:2](=[CH:9][C:8]([NH2:10])=[CH:7][CH:6]=2)[N:1]=1)=[O:15]. The catalyst class is: 5. (2) Reactant: [C:1]1([CH2:7][CH2:8][CH2:9][NH:10][C:11]([C:13]2[CH:18]=[CH:17][C:16]([N:19]3[C:23]([CH2:24][CH2:25][CH3:26])=[C:22]([C:27]([OH:29])=O)[N:21]=[N:20]3)=[CH:15][CH:14]=2)=[O:12])[CH:6]=[CH:5][CH:4]=[CH:3][CH:2]=1.C1C=C[C:33]2N(O)N=[N:36][C:34]=2[CH:35]=1.C1(N)CC1.CCN=C=NCCCN(C)C. Product: [CH:34]1([NH:36][C:27]([C:22]2[N:21]=[N:20][N:19]([C:16]3[CH:15]=[CH:14][C:13]([C:11]([NH:10][CH2:9][CH2:8][CH2:7][C:1]4[CH:2]=[CH:3][CH:4]=[CH:5][CH:6]=4)=[O:12])=[CH:18][CH:17]=3)[C:23]=2[CH2:24][CH2:25][CH3:26])=[O:29])[CH2:35][CH2:33]1. The catalyst class is: 444. (3) Reactant: [O:1]1[C:5]2[C:6]3[C:7](=[CH:13][CH2:14][NH2:15])[CH2:8][CH2:9][C:10]=3[CH:11]=[CH:12][C:4]=2[N:3]=[CH:2]1.C(N(CC)CC)C.[C:23](O[C:23](=[O:26])[CH2:24][CH3:25])(=[O:26])[CH2:24][CH3:25].C(=O)([O-])O.[Na+]. Product: [O:1]1[C:5]2[C:6]3[C:7](=[CH:13][CH2:14][NH:15][C:23](=[O:26])[CH2:24][CH3:25])[CH2:8][CH2:9][C:10]=3[CH:11]=[CH:12][C:4]=2[N:3]=[CH:2]1. The catalyst class is: 7. (4) Reactant: CC1C=CC=C2C=1C(=O)N(C1C=CC=CC=1)C(C(NC1N=CN=C3C=1N=CN3)CC)=N2.O=C1CCC(=O)N1OC(=O)C(NC(OCC1C=CC=CC=1)=O)COC(C)(C)C.O=C1CCC(=O)N1OC(=O)C(NC(OCC1C=CC=CC=1)=O)CC.NC1N=C2C(NC=N2)=C(Br)N=1.BrC1N=CN=C2C=1NC=N2.[NH2:105][C:106]1[N:114]=[C:113]2[C:109]([N:110]=[CH:111][NH:112]2)=[C:108]([NH:115][CH:116]([C:123]2[N:132]([C:133]3[CH:138]=[CH:137][CH:136]=[CH:135][CH:134]=3)[C:131](=[O:139])[C:130]3[C:125](=[CH:126][CH:127]=[CH:128][C:129]=3[CH3:140])[N:124]=2)[CH2:117][O:118]C(C)(C)C)[N:107]=1. Product: [NH2:105][C:106]1[N:114]=[C:113]2[C:109]([N:110]=[CH:111][NH:112]2)=[C:108]([NH:115][CH:116]([C:123]2[N:132]([C:133]3[CH:134]=[CH:135][CH:136]=[CH:137][CH:138]=3)[C:131](=[O:139])[C:130]3[C:125](=[CH:126][CH:127]=[CH:128][C:129]=3[CH3:140])[N:124]=2)[CH2:117][OH:118])[N:107]=1. The catalyst class is: 55. (5) Reactant: [CH2:1]([C:4]1[C:8]([CH2:9][CH2:10][CH2:11][OH:12])=[CH:7][N:6]([C:13]2[CH:18]=[CH:17][C:16]([C:19]([F:22])([F:21])[F:20])=[CH:15][N:14]=2)[N:5]=1)[CH2:2][CH3:3].O[C:24]1[CH:25]=[C:26]([CH2:30][C:31]([O:33]C)=[O:32])[CH:27]=[CH:28][CH:29]=1.C(P(CCCC)CCCC)CCC.N(C(N1CCCCC1)=O)=NC(N1CCCCC1)=O. Product: [CH2:1]([C:4]1[C:8]([CH2:9][CH2:10][CH2:11][O:12][C:24]2[CH:25]=[C:26]([CH2:30][C:31]([OH:33])=[O:32])[CH:27]=[CH:28][CH:29]=2)=[CH:7][N:6]([C:13]2[CH:18]=[CH:17][C:16]([C:19]([F:21])([F:20])[F:22])=[CH:15][N:14]=2)[N:5]=1)[CH2:2][CH3:3]. The catalyst class is: 7. (6) Reactant: Cl[C:2]1[N:10]=[CH:9][N:8]=[C:7]2[C:3]=1[N:4]=[CH:5][N:6]2[CH:11]1[CH2:16][CH2:15][CH2:14][CH2:13][O:12]1.[Cl:17][C:18]1[CH:23]=[CH:22][C:21]([CH:24]([C:36]2[CH:41]=[CH:40][C:39](B3OC(C)(C)C(C)(C)O3)=[CH:38][CH:37]=2)[N:25]2[C:33](=[O:34])[C:32]3[C:27](=[CH:28][CH:29]=[CH:30][CH:31]=3)[C:26]2=[O:35])=[CH:20][CH:19]=1.C([O-])([O-])=O.[K+].[K+].C(Cl)(Cl)Cl.O. Product: [Cl:17][C:18]1[CH:19]=[CH:20][C:21]([CH:24]([C:36]2[CH:41]=[CH:40][C:39]([C:2]3[N:10]=[CH:9][N:8]=[C:7]4[C:3]=3[N:4]=[CH:5][N:6]4[CH:11]3[CH2:16][CH2:15][CH2:14][CH2:13][O:12]3)=[CH:38][CH:37]=2)[N:25]2[C:33](=[O:34])[C:32]3[C:27](=[CH:28][CH:29]=[CH:30][CH:31]=3)[C:26]2=[O:35])=[CH:22][CH:23]=1. The catalyst class is: 628. (7) Reactant: CN(C=O)C.[OH:6][C:7]1[CH:12]=[CH:11][C:10](C(=O)C)=[CH:9][CH:8]=1.Br[CH2:17][C:18]([NH:20]C1C=CC(Br)=CC=1)=[O:19].C(=O)([O-])[O-].[K+].[K+]. Product: [O:6]([CH2:17][C:18]([NH2:20])=[O:19])[C:7]1[CH:8]=[CH:9][CH:10]=[CH:11][CH:12]=1. The catalyst class is: 13. (8) Reactant: [O:1]=[C:2]1[NH:23][C:5]2([C:13]3[C:8](=[CH:9][CH:10]=[CH:11][CH:12]=3)[N:7]([CH2:14][C:15]([O:17]C(C)(C)C)=[O:16])[C:6]2=[O:22])[C:4](=[O:24])[NH:3]1.FC(F)(F)C(O)=O. Product: [O:1]=[C:2]1[NH:23][C:5]2([C:13]3[C:8](=[CH:9][CH:10]=[CH:11][CH:12]=3)[N:7]([CH2:14][C:15]([OH:17])=[O:16])[C:6]2=[O:22])[C:4](=[O:24])[NH:3]1. The catalyst class is: 2.